From a dataset of Full USPTO retrosynthesis dataset with 1.9M reactions from patents (1976-2016). Predict the reactants needed to synthesize the given product. (1) The reactants are: Cl.[NH2:2][C:3]1[CH:8]=[CH:7][C:6]([OH:9])=[CH:5][C:4]=1[Cl:10].[C:11]([O-])(=[O:13])[CH3:12].[Na+].O.C(=O)(O)[O-].[Na+]. Given the product [C:11]([NH:2][C:3]1[CH:8]=[CH:7][C:6]([OH:9])=[CH:5][C:4]=1[Cl:10])(=[O:13])[CH3:12], predict the reactants needed to synthesize it. (2) The reactants are: [CH3:1][N:2]([S:24]([C:27]1[S:28][CH:29]=[CH:30][CH:31]=1)(=[O:26])=[O:25])[C:3]1[CH:4]=[CH:5][CH:6]=[C:7]2[C:11]=1[NH:10][C:9]([C:12]([NH:14][NH:15][C:16](=O)[CH2:17][C:18]([O:20][CH2:21][CH3:22])=[O:19])=O)=[CH:8]2.COC1C=CC(P2(SP(C3C=CC(OC)=CC=3)(=S)S2)=[S:41])=CC=1. Given the product [CH3:1][N:2]([S:24]([C:27]1[S:28][CH:29]=[CH:30][CH:31]=1)(=[O:26])=[O:25])[C:3]1[CH:4]=[CH:5][CH:6]=[C:7]2[C:11]=1[NH:10][C:9]([C:12]1[S:41][C:16]([CH2:17][C:18]([O:20][CH2:21][CH3:22])=[O:19])=[N:15][N:14]=1)=[CH:8]2, predict the reactants needed to synthesize it. (3) Given the product [C:36]([O:40][C:41](=[O:62])[NH:42][C:43]1([C:47]2[CH:48]=[CH:49][C:50]([C:9]3[C:29]([C:30]4[CH:31]=[CH:32][CH:33]=[CH:34][CH:35]=4)=[CH:28][N:12]4[N:13]=[C:14]5[C:19]([CH:18]=[CH:17][C:16]([C:20]6[CH:27]=[CH:26][CH:25]=[C:22]([C:23]#[N:24])[CH:21]=6)=[CH:15]5)=[C:11]4[N:10]=3)=[CH:51][CH:52]=2)[CH2:44][CH2:45][CH2:46]1)([CH3:39])([CH3:37])[CH3:38], predict the reactants needed to synthesize it. The reactants are: C(C1C=C([C:9]2[C:29]([C:30]3[CH:35]=[CH:34][CH:33]=[CH:32][CH:31]=3)=[CH:28][N:12]3[N:13]=[C:14]4[C:19]([CH:18]=[CH:17][C:16]([C:20]5[CH:21]=[C:22]([CH:25]=[CH:26][CH:27]=5)[C:23]#[N:24])=[CH:15]4)=[C:11]3[N:10]=2)C=CC=1)#N.[C:36]([O:40][C:41](=[O:62])[NH:42][C:43]1([C:47]2[CH:52]=[CH:51][C:50](B3OC(C)(C)C(C)(C)O3)=[CH:49][CH:48]=2)[CH2:46][CH2:45][CH2:44]1)([CH3:39])([CH3:38])[CH3:37].C(=O)([O-])[O-].[Na+].[Na+].